Dataset: Peptide-MHC class I binding affinity with 185,985 pairs from IEDB/IMGT. Task: Regression. Given a peptide amino acid sequence and an MHC pseudo amino acid sequence, predict their binding affinity value. This is MHC class I binding data. (1) The peptide sequence is DIICEDAMY. The MHC is HLA-A03:01 with pseudo-sequence HLA-A03:01. The binding affinity (normalized) is 0. (2) The peptide sequence is KAGQYVTIW. The MHC is HLA-A33:01 with pseudo-sequence HLA-A33:01. The binding affinity (normalized) is 0. (3) The peptide sequence is SMHYKLDEV. The MHC is HLA-A03:01 with pseudo-sequence HLA-A03:01. The binding affinity (normalized) is 0.0847. (4) The peptide sequence is QVIEYLKPY. The MHC is HLA-A02:50 with pseudo-sequence HLA-A02:50. The binding affinity (normalized) is 0.0847.